Dataset: Forward reaction prediction with 1.9M reactions from USPTO patents (1976-2016). Task: Predict the product of the given reaction. (1) Given the reactants C(OC(N1CCC2C(SC(=O)N(C)C)=C([Cl:19])C=CC=2CC1)=O)(C)(C)C.C(OC([N:33]1[CH2:39][CH2:38][C:37]2[C:40]([S:46][C:47](=O)N(C)C)=[C:41]([Cl:45])[CH:42]=[C:43](Cl)[C:36]=2[CH2:35][CH2:34]1)=O)(C)(C)C.[OH-].[K+].C1CCN2C(=NCCC2)CC1.[F:65][C:66]([F:77])([F:76])[O:67][C:68]1[CH:75]=[CH:74][C:71](CBr)=[CH:70][CH:69]=1, predict the reaction product. The product is: [ClH:19].[Cl:45][C:41]1[CH:42]=[CH:43][C:36]2[CH2:35][CH2:34][NH:33][CH2:39][CH2:38][C:37]=2[C:40]=1[S:46][CH2:47][C:71]1[CH:70]=[CH:69][C:68]([O:67][C:66]([F:65])([F:76])[F:77])=[CH:75][CH:74]=1. (2) Given the reactants [Br:1][C:2]1[CH:3]=[N:4][CH:5]=[CH:6][C:7]=1[C:8]1[O:9][C:10]2[CH:16]=[CH:15][C:14]([C:17]([F:20])([F:19])[F:18])=[CH:13][C:11]=2[N:12]=1.C(Cl)(Cl)Cl.ClC1C=CC=C(C(OO)=[O:33])C=1, predict the reaction product. The product is: [Br:1][C:2]1[CH:3]=[N+:4]([O-:33])[CH:5]=[CH:6][C:7]=1[C:8]1[O:9][C:10]2[CH:16]=[CH:15][C:14]([C:17]([F:20])([F:18])[F:19])=[CH:13][C:11]=2[N:12]=1. (3) Given the reactants [CH2:1]([NH2:8])[CH2:2][CH2:3][CH2:4][CH2:5][CH2:6][NH2:7].[CH2:9]([O:14][C:15]1[CH:20]=[CH:19][C:18]([S:21](Cl)(=[O:23])=[O:22])=[CH:17][CH:16]=1)[CH2:10][CH2:11][CH2:12][CH3:13].CO.[NH4+].[OH-].C1C=C2C(C(O)(O)C(=O)C2=CC=1)=O, predict the reaction product. The product is: [NH2:7][CH2:6][CH2:5][CH2:4][CH2:3][CH2:2][CH2:1][NH:8][S:21]([C:18]1[CH:17]=[CH:16][C:15]([O:14][CH2:9][CH2:10][CH2:11][CH2:12][CH3:13])=[CH:20][CH:19]=1)(=[O:23])=[O:22]. (4) Given the reactants [C:1]1([C:7]([C:17]2[CH:22]=[CH:21][CH:20]=[CH:19][CH:18]=2)=[N:8][CH2:9][C:10]([O:12][C:13]([CH3:16])([CH3:15])[CH3:14])=[O:11])[CH:6]=[CH:5][CH:4]=[CH:3][CH:2]=1.[Br:23][C:24]1[CH:25]=[C:26]([CH2:29]Br)[S:27][CH:28]=1.S([O-])([O-])(=O)=O.C([N+](CCCC)(CCCC)CCCC)CCC.C([N+](CCCC)(CCCC)CCCC)CCC.[OH-].[Na+], predict the reaction product. The product is: [Br:23][C:24]1[CH:25]=[C:26]([CH2:29][C@@H:9]([C:10]([O:12][C:13]([CH3:16])([CH3:15])[CH3:14])=[O:11])[N:8]=[C:7]([C:17]2[CH:22]=[CH:21][CH:20]=[CH:19][CH:18]=2)[C:1]2[CH:2]=[CH:3][CH:4]=[CH:5][CH:6]=2)[S:27][CH:28]=1.